From a dataset of Full USPTO retrosynthesis dataset with 1.9M reactions from patents (1976-2016). Predict the reactants needed to synthesize the given product. (1) Given the product [CH3:28][O:27][CH2:26][C:18]1[CH:19]=[C:20]([N+:23]([O-:25])=[O:24])[CH:21]=[CH:22][C:17]=1[N:13]1[CH:14]=[CH:15][CH:16]=[C:11]([CH2:5][C:4]([OH:30])=[O:3])[C:12]1=[O:29], predict the reactants needed to synthesize it. The reactants are: C([O:3][C:4](=[O:30])[CH:5]([C:11]1[C:12](=[O:29])[N:13]([C:17]2[CH:22]=[CH:21][C:20]([N+:23]([O-:25])=[O:24])=[CH:19][C:18]=2[CH2:26][O:27][CH3:28])[CH:14]=[CH:15][CH:16]=1)C(OCC)=O)C.[OH-].[Na+].Cl. (2) Given the product [CH:1]1([C:4](=[O:11])[CH2:5][C:6]([O:8][CH2:9][C:10]2[CH:17]=[CH:18][CH:13]=[CH:14][CH:15]=2)=[O:7])[CH2:3][CH2:2]1, predict the reactants needed to synthesize it. The reactants are: [CH:1]1([C:4](=[O:11])[CH2:5][C:6]([O:8][CH2:9][CH3:10])=[O:7])[CH2:3][CH2:2]1.C(O)[C:13]1[CH:18]=[CH:17]C=[CH:15][CH:14]=1.O(Cl)[Li]. (3) Given the product [CH3:1][C:2]1[CH:7]=[CH:6][CH:5]=[C:4]([CH3:8])[C:3]=1[NH:9][C:10]([NH:12][C:13]1[C:22]2[C:17](=[CH:18][C:19]([O:25][CH2:26][CH:27]3[CH2:32][CH2:31][N:30]([CH3:33])[CH2:29][CH2:28]3)=[C:20]([O:23][CH3:24])[CH:21]=2)[N:16]=[CH:15][N:14]=1)=[NH:34], predict the reactants needed to synthesize it. The reactants are: [CH3:1][C:2]1[CH:7]=[CH:6][CH:5]=[C:4]([CH3:8])[C:3]=1[NH:9][C:10]([NH:12][C:13]1[C:22]2[C:17](=[CH:18][C:19]([O:25][CH2:26][CH:27]3[CH2:32][CH2:31][N:30]([CH3:33])[CH2:29][CH2:28]3)=[C:20]([O:23][CH3:24])[CH:21]=2)[N:16]=[CH:15][N:14]=1)=S.[NH3:34]. (4) Given the product [C:16]([C:2]1[S:1][C:5]2[O:6][C:7]3[CH:15]=[CH:14][CH:13]=[CH:12][C:8]=3[NH:9][C:10](=[O:11])[C:4]=2[CH:3]=1)(=[O:19])[CH2:17][CH3:18], predict the reactants needed to synthesize it. The reactants are: [S:1]1[C:5]2[O:6][C:7]3[CH:15]=[CH:14][CH:13]=[CH:12][C:8]=3[NH:9][C:10](=[O:11])[C:4]=2[CH:3]=[CH:2]1.[C:16](Cl)(=[O:19])[CH2:17][CH3:18].[Cl-].[Al+3].[Cl-].[Cl-].